Dataset: Forward reaction prediction with 1.9M reactions from USPTO patents (1976-2016). Task: Predict the product of the given reaction. (1) Given the reactants [Cl:1][C:2]1[C:7]([C:8]2([C:11]#[N:12])[CH2:10][CH2:9]2)=[CH:6][C:5](F)=[CH:4][N:3]=1.ClC1C(CC#N)=CC=CN=1.ClC1C(CC#N)=CC(F)=CN=1, predict the reaction product. The product is: [Cl:1][C:2]1[C:7]([C:8]2([C:11]#[N:12])[CH2:9][CH2:10]2)=[CH:6][CH:5]=[CH:4][N:3]=1. (2) Given the reactants [Cl:1][C:2]1[CH:7]=[C:6]([N+:8]([O-:10])=[O:9])[C:5](F)=[CH:4][C:3]=1[CH3:12].C(N(C(C)C)CC)(C)C.Cl.Cl.[CH3:24][O:25][C@H:26]1[CH2:31][CH2:30][C@H:29]([N:32]2[CH2:37][CH2:36][CH:35]([NH2:38])[CH2:34][CH2:33]2)[CH2:28][CH2:27]1, predict the reaction product. The product is: [Cl:1][C:2]1[C:3]([CH3:12])=[CH:4][C:5]([NH:38][CH:35]2[CH2:34][CH2:33][N:32]([C@H:29]3[CH2:30][CH2:31][C@H:26]([O:25][CH3:24])[CH2:27][CH2:28]3)[CH2:37][CH2:36]2)=[C:6]([N+:8]([O-:10])=[O:9])[CH:7]=1. (3) The product is: [F:27][C:22]1[CH:23]=[CH:24][CH:25]=[CH:26][C:21]=1[C:20]1[C:8]2[C:9](=[C:10]([C:12]3[CH:13]=[CH:14][CH:15]=[CH:16][CH:17]=3)[N:11]=[C:6]([C:4]([NH:29][CH2:30][C:31]([OH:33])=[O:32])=[O:5])[C:7]=2[OH:28])[S:18][N:19]=1. Given the reactants C(O[C:4]([C:6]1[C:7]([OH:28])=[C:8]2[C:20]([C:21]3[CH:26]=[CH:25][CH:24]=[CH:23][C:22]=3[F:27])=[N:19][S:18][C:9]2=[C:10]([C:12]2[CH:17]=[CH:16][CH:15]=[CH:14][CH:13]=2)[N:11]=1)=[O:5])C.[NH2:29][CH2:30][C:31]([OH:33])=[O:32], predict the reaction product. (4) Given the reactants [F:1][C:2]1[C:3]([O:33][C@H:34]2[CH2:39][CH2:38][NH:37][CH2:36][C@H:35]2[F:40])=[C:4]([CH:7]=[C:8]([C:10]2[N:15]=[C:14]([NH:16][C:17]3[CH:22]=[CH:21][C:20]([N:23]4[CH2:28][CH2:27][N:26]([CH:29]5[CH2:32][O:31][CH2:30]5)[CH2:25][CH2:24]4)=[CH:19][CH:18]=3)[N:13]=[CH:12][N:11]=2)[CH:9]=1)[C:5]#[N:6].[C:41](O)(=[O:44])[CH2:42][OH:43].CN(C(ON1N=NC2C=CC=NC1=2)=[N+](C)C)C.F[P-](F)(F)(F)(F)F.O, predict the reaction product. The product is: [F:1][C:2]1[C:3]([O:33][C@H:34]2[CH2:39][CH2:38][N:37]([C:42](=[O:43])[CH2:41][OH:44])[CH2:36][C@H:35]2[F:40])=[C:4]([CH:7]=[C:8]([C:10]2[N:15]=[C:14]([NH:16][C:17]3[CH:22]=[CH:21][C:20]([N:23]4[CH2:28][CH2:27][N:26]([CH:29]5[CH2:30][O:31][CH2:32]5)[CH2:25][CH2:24]4)=[CH:19][CH:18]=3)[N:13]=[CH:12][N:11]=2)[CH:9]=1)[C:5]#[N:6]. (5) The product is: [Cl:32][C:33]1[CH:34]=[CH:35][C:36]([F:42])=[C:37]([C:38]2[C:28]3[CH2:29][CH2:30][O:25][CH2:26][C:27]=3[NH:10][N:11]=2)[CH:41]=1. Given the reactants FC1C=C(C2C3CN(C(OC(C)(C)C)=O)CCC=3[NH:11][N:10]=2)C=CC=1F.[O:25]1[CH2:30][CH2:29][CH2:28][C:27](=O)[CH2:26]1.[Cl:32][C:33]1[CH:34]=[CH:35][C:36]([F:42])=[C:37]([CH:41]=1)[C:38](Cl)=O, predict the reaction product. (6) Given the reactants [CH2:1]([CH:3]([C:6]1[C:7]2[N:8]([C:13]([C:17]3[N:18]([CH3:22])[CH:19]=[CH:20][CH:21]=3)=[C:14]([CH3:16])[N:15]=2)[N:9]=[C:10]([CH3:12])[CH:11]=1)[CH2:4][CH3:5])[CH3:2].C1C(=O)N([Br:30])C(=O)C1.[O-]S([O-])=O.[Na+].[Na+], predict the reaction product. The product is: [Br:30][C:19]1[N:18]([CH3:22])[C:17]([C:13]2[N:8]3[N:9]=[C:10]([CH3:12])[CH:11]=[C:6]([CH:3]([CH2:4][CH3:5])[CH2:1][CH3:2])[C:7]3=[N:15][C:14]=2[CH3:16])=[CH:21][CH:20]=1. (7) Given the reactants [H-].[Na+].[F:3][C:4]([F:11])([F:10])[C:5]1[N:6]=[CH:7][NH:8][CH:9]=1.[CH3:12][Si:13]([CH3:20])([CH3:19])[CH2:14][CH2:15][O:16][CH2:17]Cl.O, predict the reaction product. The product is: [F:3][C:4]([F:11])([F:10])[C:5]1[N:6]=[CH:7][N:8]([CH2:17][O:16][CH2:15][CH2:14][Si:13]([CH3:20])([CH3:19])[CH3:12])[CH:9]=1.